Dataset: Reaction yield outcomes from USPTO patents with 853,638 reactions. Task: Predict the reaction yield, written as a fraction of the theoretical maximum amount of product (1.0 means a 100% yield; for example, 0.34 means a 34% yield). (1) The reactants are [CH:1]1([C:7]2[S:8][CH:9]=[C:10]([C:12]3[CH:21]=[C:20]([OH:22])[C:19]4[C:14](=[C:15]([CH3:25])[C:16]([O:23][CH3:24])=[CH:17][CH:18]=4)[N:13]=3)[N:11]=2)[CH2:6][CH2:5][CH2:4][CH2:3][CH2:2]1.C(OC(C1CC(O)CC1C(=O)NC1(C(OCC)=O)CC1C=C)=O)(C)(C)C.[CH2:52]([O:54][C:55]([C:57]12[CH2:74][CH:73]1[CH:72]=[CH:71][CH2:70][CH2:69][CH2:68][CH2:67][N:66]([CH3:75])[C:65](=[O:76])[CH:64]1[CH:60]([CH2:61][CH:62](OC3C4C(=C(C)C(OC)=CC=4)N=C(C4C=CC=C(C)N=4)C=3)[CH2:63]1)[C:59](=[O:98])[NH:58]2)=[O:56])[CH3:53]. No catalyst specified. The product is [CH2:52]([O:54][C:55]([C:57]12[CH2:74][CH:73]1[CH:72]=[CH:71][CH2:70][CH2:69][CH2:68][CH2:67][N:66]([CH3:75])[C:65](=[O:76])[CH:64]1[CH:60]([CH2:61][CH:62]([O:22][C:20]3[C:19]4[C:14](=[C:15]([CH3:25])[C:16]([O:23][CH3:24])=[CH:17][CH:18]=4)[N:13]=[C:12]([C:10]4[N:11]=[C:7]([CH:1]5[CH2:2][CH2:3][CH2:4][CH2:5][CH2:6]5)[S:8][CH:9]=4)[CH:21]=3)[CH2:63]1)[C:59](=[O:98])[NH:58]2)=[O:56])[CH3:53]. The yield is 0.500. (2) The reactants are [CH2:1]([O:8][C:9]([N:11]1[C:15]2[CH:16]=[N:17][CH:18]=[C:19]([OH:20])[C:14]=2[C:13]2[CH:21]=[C:22]([Br:25])[CH:23]=[N:24][C:12]1=2)=[O:10])[C:2]1[CH:7]=[CH:6][CH:5]=[CH:4][CH:3]=1.[C:26]([O:30][C:31]([N:33]1[CH2:38][CH2:37][CH:36](O)[CH2:35][CH2:34]1)=[O:32])([CH3:29])([CH3:28])[CH3:27].C1(P(C2C=CC=CC=2)C2C=CC=CC=2)C=CC=CC=1.N(C(OCC)=O)=NC(OCC)=O. The catalyst is C1COCC1. The product is [CH2:1]([O:8][C:9]([N:11]1[C:15]2[CH:16]=[N:17][CH:18]=[C:19]([O:20][CH:36]3[CH2:37][CH2:38][N:33]([C:31]([O:30][C:26]([CH3:29])([CH3:28])[CH3:27])=[O:32])[CH2:34][CH2:35]3)[C:14]=2[C:13]2[CH:21]=[C:22]([Br:25])[CH:23]=[N:24][C:12]1=2)=[O:10])[C:2]1[CH:3]=[CH:4][CH:5]=[CH:6][CH:7]=1. The yield is 1.00. (3) The reactants are [Br:1][C:2]1[N:7]=[C:6](Br)[C:5]([Cl:9])=[CH:4][N:3]=1.[C:10]([C:14]1[NH:18][N:17]=[C:16]([NH2:19])[CH:15]=1)([CH3:13])([CH3:12])[CH3:11].O.CC(=O)OCC. The catalyst is CCO. The product is [Br:1][C:2]1[N:7]=[C:6]([NH:19][C:16]2[CH:15]=[C:14]([C:10]([CH3:13])([CH3:12])[CH3:11])[NH:18][N:17]=2)[C:5]([Cl:9])=[CH:4][N:3]=1. The yield is 0.850. (4) The reactants are [C:1]1([C@@H:7]2[NH:12][CH2:11][C@@H:10]3[C@@:8]2([CH2:13][OH:14])[CH2:9]3)[CH:6]=[CH:5][CH:4]=[CH:3][CH:2]=1.C(N(CC)CC)C.[C:22](O[C:22]([O:24][C:25]([CH3:28])([CH3:27])[CH3:26])=[O:23])([O:24][C:25]([CH3:28])([CH3:27])[CH3:26])=[O:23]. The catalyst is C(Cl)Cl. The product is [C:25]([O:24][C:22]([N:12]1[CH2:11][CH:10]2[C:8]([CH2:13][OH:14])([CH2:9]2)[CH:7]1[C:1]1[CH:2]=[CH:3][CH:4]=[CH:5][CH:6]=1)=[O:23])([CH3:28])([CH3:27])[CH3:26]. The yield is 0.480. (5) The reactants are Br[C:2]1[CH:7]=[C:6]([N+:8]([O-:10])=[O:9])[CH:5]=[CH:4][C:3]=1[NH:11][CH3:12].CCN(CC)CC.[CH3:20][C:21]([CH3:25])([CH3:24])[C:22]#[CH:23].N#N. The catalyst is C1(C)C=CC=CC=1.O.Cl[Pd](Cl)([P](C1C=CC=CC=1)(C1C=CC=CC=1)C1C=CC=CC=1)[P](C1C=CC=CC=1)(C1C=CC=CC=1)C1C=CC=CC=1.[Cu]I. The product is [CH3:20][C:21]([CH3:25])([CH3:24])[C:22]#[C:23][C:2]1[CH:7]=[C:6]([N+:8]([O-:10])=[O:9])[CH:5]=[CH:4][C:3]=1[NH:11][CH3:12]. The yield is 0.940. (6) The reactants are [NH2:1][C:2]1[C:10]([O:11][CH3:12])=[C:9]2[C:5]([CH2:6][CH2:7][C:8]2=[CH:13][C:14]#[N:15])=[CH:4][CH:3]=1.N.C(O)C. The catalyst is C(O)C.[Co]. The product is [NH2:15][CH2:14][CH:13]=[C:8]1[C:9]2[C:5](=[CH:4][CH:3]=[C:2]([NH2:1])[C:10]=2[O:11][CH3:12])[CH2:6][CH2:7]1. The yield is 0.990. (7) The reactants are C([N:8]1[CH2:13][CH2:12][CH:11]([CH3:14])[CH:10]([N:15]([CH3:25])[C:16]2[C:17]3[CH:24]=[CH:23][NH:22][C:18]=3[N:19]=[CH:20][N:21]=2)[CH2:9]1)C1C=CC=CC=1.Cl. The catalyst is C(O)C. The product is [CH3:25][N:15]([CH:10]1[CH:11]([CH3:14])[CH2:12][CH2:13][NH:8][CH2:9]1)[C:16]1[C:17]2[CH:24]=[CH:23][NH:22][C:18]=2[N:19]=[CH:20][N:21]=1. The yield is 0.900. (8) The reactants are [Br:1][C:2]1[CH:3]=[C:4]([N:8]2[C:16]3[C:11](=[CH:12][C:13]([CH2:17]Cl)=[CH:14][CH:15]=3)[C:10]([C:19]([O:21][CH3:22])=[O:20])=[N:9]2)[CH:5]=[CH:6][CH:7]=1.[C-:23]#[N:24].[Na+]. The catalyst is [I-].C([N+](CCCC)(CCCC)CCCC)CCC.ClCCl.O. The product is [Br:1][C:2]1[CH:3]=[C:4]([N:8]2[C:16]3[C:11](=[CH:12][C:13]([CH2:17][C:23]#[N:24])=[CH:14][CH:15]=3)[C:10]([C:19]([O:21][CH3:22])=[O:20])=[N:9]2)[CH:5]=[CH:6][CH:7]=1. The yield is 0.970. (9) The reactants are [CH3:1][O:2][C:3]([NH:5][C@@H:6]([CH:10]1[CH2:15][CH2:14][O:13][CH2:12][CH2:11]1)[C:7]([OH:9])=O)=[O:4].CN(C(ON1N=NC2C=CC=NC1=2)=[N+](C)C)C.F[P-](F)(F)(F)(F)F.Cl.Cl.Cl.[Cl:43][C:44]1[C:45]([NH:72][C:73](=[O:93])[C:74]2[CH:79]=[CH:78][C:77]([N:80]3[CH2:85][CH2:84][N:83]([C:86](=[O:91])[C:87]([CH3:90])([CH3:89])[CH3:88])[CH2:82][C@H:81]3[CH3:92])=[N:76][CH:75]=2)=[CH:46][C:47]([O:67][C:68]([F:71])([F:70])[F:69])=[C:48]([C:50]2[CH:55]=[CH:54][C:53]([C:56]3[N:57]=[C:58]([C@@H:61]4[CH2:65][C@H:64]([CH3:66])[CH2:63][NH:62]4)[NH:59][CH:60]=3)=[CH:52][CH:51]=2)[CH:49]=1.CCN(C(C)C)C(C)C. The product is [CH3:1][O:2][C:3](=[O:4])[NH:5][C@@H:6]([CH:10]1[CH2:15][CH2:14][O:13][CH2:12][CH2:11]1)[C:7]([N:62]1[CH2:63][C@@H:64]([CH3:66])[CH2:65][C@H:61]1[C:58]1[NH:59][CH:60]=[C:56]([C:53]2[CH:54]=[CH:55][C:50]([C:48]3[CH:49]=[C:44]([Cl:43])[C:45]([NH:72][C:73]([C:74]4[CH:75]=[N:76][C:77]([N:80]5[CH2:85][CH2:84][N:83]([C:86](=[O:91])[C:87]([CH3:90])([CH3:89])[CH3:88])[CH2:82][C@H:81]5[CH3:92])=[CH:78][CH:79]=4)=[O:93])=[CH:46][C:47]=3[O:67][C:68]([F:70])([F:71])[F:69])=[CH:51][CH:52]=2)[N:57]=1)=[O:9]. The yield is 0.370. The catalyst is CC(N(C)C)=O.